Dataset: Full USPTO retrosynthesis dataset with 1.9M reactions from patents (1976-2016). Task: Predict the reactants needed to synthesize the given product. (1) Given the product [CH3:32][N:33]1[CH2:46][CH2:45][C:36]2[N:37](/[CH:2]=[C:3](/[C:4]3[CH:9]=[CH:8][CH:7]=[CH:6][CH:5]=3)\[C:10]3[CH:15]=[CH:14][N:13]=[CH:12][CH:11]=3)[C:38]3[CH:39]=[CH:40][C:41]([CH3:44])=[CH:42][C:43]=3[C:35]=2[CH2:34]1, predict the reactants needed to synthesize it. The reactants are: Br[CH:2]=[C:3]([C:10]1[CH:15]=[CH:14][N:13]=[CH:12][CH:11]=1)[C:4]1[CH:9]=[CH:8][CH:7]=[CH:6][CH:5]=1.P([O-])([O-])([O-])=O.[K+].[K+].[K+].N1CCC[C@H]1C(O)=O.[CH3:32][N:33]1[CH2:46][CH2:45][C:36]2[NH:37][C:38]3[CH:39]=[CH:40][C:41]([CH3:44])=[CH:42][C:43]=3[C:35]=2[CH2:34]1. (2) Given the product [CH2:1]([O:3][C:4]([C:6]1([NH:15][C:23](=[O:24])[C:22]2[CH:26]=[CH:27][C:19]([O:18][CH:17]([F:16])[F:29])=[CH:20][C:21]=2[CH3:28])[CH2:14][C:13]2[C:8](=[CH:9][CH:10]=[CH:11][CH:12]=2)[CH2:7]1)=[O:5])[CH3:2], predict the reactants needed to synthesize it. The reactants are: [CH2:1]([O:3][C:4]([C:6]1([NH2:15])[CH2:14][C:13]2[C:8](=[CH:9][CH:10]=[CH:11][CH:12]=2)[CH2:7]1)=[O:5])[CH3:2].[F:16][CH:17]([F:29])[O:18][C:19]1[CH:27]=[CH:26][C:22]([C:23](O)=[O:24])=[C:21]([CH3:28])[CH:20]=1.CN(C(ON1N=NC2C=CC=NC1=2)=[N+](C)C)C.F[P-](F)(F)(F)(F)F.CCN(C(C)C)C(C)C. (3) Given the product [ClH:20].[NH:1]1[C:5]([C@@H:6]([NH2:10])[CH2:7][C:8]#[CH:9])=[N:4][CH:3]=[N:2]1, predict the reactants needed to synthesize it. The reactants are: [NH:1]1[C:5]([C@@H:6]([NH:10]C(=O)OC(C)(C)C)[CH2:7][C:8]#[CH:9])=[N:4][CH:3]=[N:2]1.CO.[ClH:20]. (4) Given the product [O:9]=[C:6]1[CH2:7][CH2:8][N:3]([C:17]([O:19][CH3:20])=[O:18])[CH2:4][CH2:5]1, predict the reactants needed to synthesize it. The reactants are: Cl.O.[NH:3]1[CH2:8][CH2:7][C:6](=[O:9])[CH2:5][CH2:4]1.C(=O)([O-])[O-].[K+].[K+].Cl[C:17]([O:19][CH3:20])=[O:18]. (5) Given the product [F:1][C:2]1[CH:26]=[C:25]([F:27])[CH:24]=[CH:23][C:3]=1[O:4][C:5]1[N:10]=[C:9]2[N:11]([CH2:15][O:16][CH2:17][CH2:18][Si:19]([CH3:22])([CH3:21])[CH3:20])[N:12]=[C:13]([C:32]3[CH:33]=[CH:34][C:29]([OH:28])=[CH:30][C:31]=3[CH3:38])[C:8]2=[CH:7][N:6]=1, predict the reactants needed to synthesize it. The reactants are: [F:1][C:2]1[CH:26]=[C:25]([F:27])[CH:24]=[CH:23][C:3]=1[O:4][C:5]1[N:10]=[C:9]2[N:11]([CH2:15][O:16][CH2:17][CH2:18][Si:19]([CH3:22])([CH3:21])[CH3:20])[N:12]=[C:13](I)[C:8]2=[CH:7][N:6]=1.[OH:28][C:29]1[CH:34]=[CH:33][C:32](B(O)O)=[C:31]([CH3:38])[CH:30]=1.C(=O)([O-])[O-].[K+].[K+]. (6) Given the product [CH2:19]([NH:6][C:5]1[CH:7]=[C:8]([O:10][CH3:11])[CH:9]=[C:3]([O:2][CH3:1])[CH:4]=1)[C:20]1[CH:25]=[CH:24][CH:23]=[CH:22][CH:21]=1, predict the reactants needed to synthesize it. The reactants are: [CH3:1][O:2][C:3]1[CH:4]=[C:5]([CH:7]=[C:8]([O:10][CH3:11])[CH:9]=1)[NH2:6].C(N(CC)CC)C.[CH2:19](Br)[C:20]1[CH:25]=[CH:24][CH:23]=[CH:22][CH:21]=1. (7) Given the product [CH3:36][O:35][C:28]1[CH:27]=[C:26]([C:24]2[CH:23]=[N:22][N:21]([CH2:20][CH2:19][OH:18])[CH:25]=2)[CH:31]=[CH:30][C:29]=1[NH:32][C:33]1[N:42]=[CH:43][C:44]2[CH:50]=[CH:49][N:48]=[C:47]([NH:51][CH:52]3[CH2:53][CH2:54][O:55][CH2:56][CH2:57]3)[C:45]=2[N:46]=1, predict the reactants needed to synthesize it. The reactants are: [Si]([O:18][CH2:19][CH2:20][N:21]1[CH:25]=[C:24]([C:26]2[CH:31]=[CH:30][C:29]([NH:32][CH:33]=O)=[C:28]([O:35][CH3:36])[CH:27]=2)[CH:23]=[N:22]1)(C(C)(C)C)(C1C=CC=CC=1)C1C=CC=CC=1.CS(C1[N:42]=[CH:43][C:44]2[CH:50]=[CH:49][N:48]=[C:47]([NH:51][CH:52]3[CH2:57][CH2:56][O:55][CH2:54][CH2:53]3)[C:45]=2[N:46]=1)(=O)=O. (8) Given the product [C:1]([O:5][C:6]([NH:8][C@:9]1([C:14]([C:33]2([S:36]([NH2:39])(=[O:38])=[O:37])[CH2:35][CH2:34]2)=[O:16])[CH2:11][C@@H:10]1[CH:12]=[CH2:13])=[O:7])([CH3:2])([CH3:3])[CH3:4], predict the reactants needed to synthesize it. The reactants are: [C:1]([O:5][C:6]([NH:8][C@:9]1([C:14]([OH:16])=O)[CH2:11][C@@H:10]1[CH:12]=[CH2:13])=[O:7])([CH3:4])([CH3:3])[CH3:2].ClC(Cl)C.C(N1C=CN=C1)(N1C=CN=C1)=O.[CH:33]1([S:36]([NH2:39])(=[O:38])=[O:37])[CH2:35][CH2:34]1.C1CCN2C(=NCCC2)CC1. (9) Given the product [CH3:1][C:2]1[NH:7][C:6]([CH3:8])=[C:5]([C:9]([O:11][C:12]([CH2:15][N:16]([CH2:18][CH2:19][CH:20]([C:21]2[CH:22]=[CH:23][CH:24]=[CH:25][CH:26]=2)[C:27]2[CH:28]=[CH:29][CH:30]=[CH:31][CH:32]=2)[CH3:17])([CH3:13])[CH3:14])=[O:10])[CH:4]([C:33]2[CH:34]=[CH:35][CH:36]=[C:37]([N+:39]([O-:41])=[O:40])[CH:38]=2)[C:3]=1[C:42]([O:44][CH3:45])=[O:43], predict the reactants needed to synthesize it. The reactants are: [CH3:1][C:2]1[NH:7][C:6]([CH3:8])=[C:5]([C:9]([O:11][C:12]([CH2:15][N:16]([CH2:18][CH2:19][CH:20]([C:27]2[CH:28]=[CH:29][CH:30]=[CH:31][CH:32]=2)[C:21]2[CH:22]=[CH:23][CH:24]=[CH:25][CH:26]=2)[CH3:17])([CH3:14])[CH3:13])=[O:10])[CH:4]([C:33]2[CH:34]=[CH:35][CH:36]=[C:37]([N+:39]([O-:41])=[O:40])[CH:38]=2)[C:3]=1[C:42]([O:44][CH3:45])=[O:43].Cl.O. (10) Given the product [CH2:3]([P:5]([CH2:12][CH:13]([CH3:16])[CH2:14][OH:15])(=[O:11])[O:6][CH2:7][CH2:8][CH2:9][CH3:10])[CH3:4], predict the reactants needed to synthesize it. The reactants are: [AlH4-].[Li+].[CH2:3]([P:5]([CH2:12][CH:13]([CH3:16])[CH:14]=[O:15])(=[O:11])[O:6][CH2:7][CH2:8][CH2:9][CH3:10])[CH3:4].O.